This data is from Reaction yield outcomes from USPTO patents with 853,638 reactions. The task is: Predict the reaction yield, written as a fraction of the theoretical maximum amount of product (1.0 means a 100% yield; for example, 0.34 means a 34% yield). (1) The reactants are [F:1][C:2]([F:11])([F:10])[C:3]1[CH:9]=[CH:8][C:6]([NH2:7])=[CH:5][CH:4]=1.C(N(CC)CC)C.[Cl-].ClC1N(C)CC[NH+]1C.[CH3:28][O:29][C:30]1[C:31](=[O:58])[C:32]([CH3:57])=[C:33]([CH2:39][C:40]2[CH:41]=[CH:42][C:43]([O:49][CH2:50][C:51]3[CH:52]=[N:53][CH:54]=[CH:55][CH:56]=3)=[C:44]([CH:48]=2)[C:45](O)=[O:46])[C:34](=[O:38])[C:35]=1[O:36][CH3:37]. The catalyst is C(Cl)Cl. The product is [CH3:28][O:29][C:30]1[C:31](=[O:58])[C:32]([CH3:57])=[C:33]([CH2:39][C:40]2[CH:41]=[CH:42][C:43]([O:49][CH2:50][C:51]3[CH:52]=[N:53][CH:54]=[CH:55][CH:56]=3)=[C:44]([CH:48]=2)[C:45]([NH:7][C:6]2[CH:8]=[CH:9][C:3]([C:2]([F:10])([F:11])[F:1])=[CH:4][CH:5]=2)=[O:46])[C:34](=[O:38])[C:35]=1[O:36][CH3:37]. The yield is 0.120. (2) The reactants are [Cl:1][C:2]1[CH:3]=[C:4]([CH2:9][CH2:10][C:11]([OH:13])=[O:12])[CH:5]=[C:6]([F:8])[CH:7]=1.[CH3:14]O. The catalyst is C1(C)C=CC=CC=1.C(Cl)Cl. The product is [Cl:1][C:2]1[CH:3]=[C:4]([CH2:9][CH2:10][C:11]([O:13][CH3:14])=[O:12])[CH:5]=[C:6]([F:8])[CH:7]=1. The yield is 0.730. (3) The reactants are [NH2:1][C@H:2]([C:4]1([OH:27])[CH2:7][N:6]([C:8]([C:10]2[CH:15]=[CH:14][C:13]([F:16])=[C:12]([F:17])[C:11]=2[NH:18][C:19]2[CH:24]=[CH:23][C:22]([I:25])=[CH:21][C:20]=2[F:26])=[O:9])[CH2:5]1)[CH3:3].[CH2:28]=O.[BH4-].[Na+]. The catalyst is CO.C=O. The product is [F:17][C:12]1[C:11]([NH:18][C:19]2[CH:24]=[CH:23][C:22]([I:25])=[CH:21][C:20]=2[F:26])=[C:10]([C:8]([N:6]2[CH2:7][C:4]([C@@H:2]([NH:1][CH3:28])[CH3:3])([OH:27])[CH2:5]2)=[O:9])[CH:15]=[CH:14][C:13]=1[F:16]. The yield is 0.220. (4) The reactants are [N+:1]([C:4]1[CH:9]=[CH:8][C:7]([OH:10])=[CH:6][CH:5]=1)([O-:3])=[O:2].Cl[CH2:12][C:13]1[O:17][N:16]=[C:15]([C:18]2[CH:23]=[CH:22][CH:21]=[CH:20][CH:19]=2)[N:14]=1.C([O-])([O-])=O.[K+].[K+]. The catalyst is CC(C)=O. The product is [N+:1]([C:4]1[CH:9]=[CH:8][C:7]([O:10][CH2:12][C:13]2[O:17][N:16]=[C:15]([C:18]3[CH:19]=[CH:20][CH:21]=[CH:22][CH:23]=3)[N:14]=2)=[CH:6][CH:5]=1)([O-:3])=[O:2]. The yield is 0.920. (5) The reactants are [CH3:1][O:2][C:3]([C:5]1[S:6][C:7]([C:11]2[CH:16]=[CH:15][CH:14]=[CH:13][CH:12]=2)=[CH:8][C:9]=1Br)=[O:4].[CH3:17][N:18]([CH3:20])[NH2:19].C(=O)([O-])[O-].[Cs+].[Cs+].C1C=CC(P(C2C(C3C(P(C4C=CC=CC=4)C4C=CC=CC=4)=CC=C4C=3C=CC=C4)=C3C(C=CC=C3)=CC=2)C2C=CC=CC=2)=CC=1.C([O-])(=O)C. The catalyst is C1(C)C=CC=CC=1. The product is [CH3:1][O:2][C:3]([C:5]1[S:6][C:7]([C:11]2[CH:16]=[CH:15][CH:14]=[CH:13][CH:12]=2)=[CH:8][C:9]=1[NH:19][N:18]([CH3:20])[CH3:17])=[O:4]. The yield is 0.750. (6) The reactants are [O:1]1[C:5]2[C:6]3[C:7](=[CH:13][CH2:14][NH:15][C:16](=[O:19])[CH2:17][CH3:18])[CH2:8][CH2:9][C:10]=3[CH:11]=[CH:12][C:4]=2[N:3]=[CH:2]1. The catalyst is CO.[C].[Pd]. The product is [O:1]1[C:5]2[C:6]3[CH:7]([CH2:13][CH2:14][NH:15][C:16](=[O:19])[CH2:17][CH3:18])[CH2:8][CH2:9][C:10]=3[CH:11]=[CH:12][C:4]=2[N:3]=[CH:2]1. The yield is 0.880. (7) The reactants are C(NC(C)C)(C)C.C([Li])CCC.[CH2:13]([N:19]1[C:27]2[C:22](=[CH:23][CH:24]=[CH:25][CH:26]=2)[CH:21]([C:28]2[C:36]([OH:37])=[CH:35][C:31]3[O:32][CH2:33][O:34][C:30]=3[CH:29]=2)[C:20]1=[O:38])[CH2:14][CH2:15][CH2:16][CH2:17][CH3:18].Br[CH2:40][C:41]([O:43][CH2:44][CH3:45])=[O:42]. The catalyst is C1COCC1. The product is [CH2:13]([N:19]1[C:27]2[C:22](=[CH:23][CH:24]=[CH:25][CH:26]=2)[C:21]([CH2:40][C:41]([O:43][CH2:44][CH3:45])=[O:42])([C:28]2[C:36]([OH:37])=[CH:35][C:31]3[O:32][CH2:33][O:34][C:30]=3[CH:29]=2)[C:20]1=[O:38])[CH2:14][CH2:15][CH2:16][CH2:17][CH3:18]. The yield is 0.0800. (8) The reactants are Cl[C:2]1[CH:3]=[CH:4][C:5]2[C:14]3[CH:13]=[C:12]4[CH2:15][CH2:16][CH2:17][C:18](=[O:19])[C:11]4=[CH:10][C:9]=3[O:8][CH2:7][C:6]=2[CH:20]=1.[CH:21]([B-](F)(F)F)=[CH2:22].[K+].COC1C=CC=C(OC)C=1C1C=CC=CC=1P(C1CCCCC1)C1CCCCC1.C([O-])([O-])=O.[K+].[K+]. The catalyst is CC([O-])=O.CC([O-])=O.[Pd+2].C(O)CC. The product is [CH:21]([C:2]1[CH:3]=[CH:4][C:5]2[C:14]3[CH:13]=[C:12]4[CH2:15][CH2:16][CH2:17][C:18](=[O:19])[C:11]4=[CH:10][C:9]=3[O:8][CH2:7][C:6]=2[CH:20]=1)=[CH2:22]. The yield is 0.870. (9) The reactants are [CH3:1][C:2]1[N:6]([CH:7]([CH3:11])[C:8]([OH:10])=O)[N:5]=[C:4]([C:12]([F:15])([F:14])[F:13])[N:3]=1.[Cl:16][C:17]1[CH:22]=[CH:21][C:20]([N:23]2[C:31]3[CH2:30][CH2:29][CH2:28][NH:27][C:26]=3[CH:25]=[N:24]2)=[CH:19][CH:18]=1.CCN(C(C)C)C(C)C. The catalyst is CN(C=O)C. The product is [Cl:16][C:17]1[CH:18]=[CH:19][C:20]([N:23]2[C:31]3[CH2:30][CH2:29][CH2:28][N:27]([C:8](=[O:10])[CH:7]([N:6]4[C:2]([CH3:1])=[N:3][C:4]([C:12]([F:15])([F:14])[F:13])=[N:5]4)[CH3:11])[C:26]=3[CH:25]=[N:24]2)=[CH:21][CH:22]=1. The yield is 0.300.